This data is from Peptide-MHC class I binding affinity with 185,985 pairs from IEDB/IMGT. The task is: Regression. Given a peptide amino acid sequence and an MHC pseudo amino acid sequence, predict their binding affinity value. This is MHC class I binding data. (1) The peptide sequence is QTVEDEARR. The MHC is HLA-A01:01 with pseudo-sequence HLA-A01:01. The binding affinity (normalized) is 0. (2) The peptide sequence is NLSLGKSPL. The MHC is HLA-A02:01 with pseudo-sequence HLA-A02:01. The binding affinity (normalized) is 0.290. (3) The peptide sequence is WLSTYAVRITW. The MHC is Mamu-A02 with pseudo-sequence Mamu-A02. The binding affinity (normalized) is 0.424. (4) The peptide sequence is HLAAQGMAY. The MHC is HLA-B18:01 with pseudo-sequence HLA-B18:01. The binding affinity (normalized) is 0.141. (5) The peptide sequence is IPRACQKSL. The MHC is HLA-A24:03 with pseudo-sequence HLA-A24:03. The binding affinity (normalized) is 0.0847. (6) The peptide sequence is GYNFSLGA. The MHC is H-2-Db with pseudo-sequence H-2-Db. The binding affinity (normalized) is 0. (7) The peptide sequence is KLMALELFK. The MHC is HLA-A26:01 with pseudo-sequence HLA-A26:01. The binding affinity (normalized) is 0.0847. (8) The peptide sequence is PSVIEEWKK. The MHC is HLA-A11:01 with pseudo-sequence HLA-A11:01. The binding affinity (normalized) is 0. (9) The peptide sequence is RCFYVELIR. The MHC is HLA-A31:01 with pseudo-sequence HLA-A31:01. The binding affinity (normalized) is 0.466. (10) The peptide sequence is ILGVFRRPF. The MHC is HLA-A30:01 with pseudo-sequence HLA-A30:01. The binding affinity (normalized) is 0.0847.